From a dataset of Forward reaction prediction with 1.9M reactions from USPTO patents (1976-2016). Predict the product of the given reaction. Given the reactants Br[CH2:2][CH2:3][CH2:4][CH2:5][C:6]([CH3:16])([CH3:15])[CH2:7][O:8][CH:9]1[CH2:14][CH2:13][CH2:12][CH2:11][O:10]1.[OH2:17].[OH2:18].O.O.O.O.O.O.O.[S-2:26].[Na+].[Na+], predict the reaction product. The product is: [CH3:15][C:6]([CH3:16])([CH2:7][O:8][CH:9]1[CH2:14][CH2:13][CH2:12][CH2:11][O:10]1)[CH2:5][CH2:4][CH2:3][CH2:2][S:26][CH2:2][CH2:3][CH2:4][CH2:5][C:6]([CH3:16])([CH3:15])[CH2:7][O:17][CH:11]1[CH2:12][CH2:13][CH2:14][CH2:9][O:18]1.